This data is from Forward reaction prediction with 1.9M reactions from USPTO patents (1976-2016). The task is: Predict the product of the given reaction. (1) Given the reactants [CH3:1][O:2][C:3]([C:5]1[CH:10]=[CH:9][C:8](B(O)O)=[CH:7][CH:6]=1)=[O:4].C(=O)(O)[O-].[K+].Br[C:20]1[CH:21]=[CH:22][C:23]2[O:29][CH2:28][CH2:27][N:26]([C:30]([O:32][C:33]([CH3:36])([CH3:35])[CH3:34])=[O:31])[CH2:25][C:24]=2[CH:37]=1.CCN(C(C)C)C(C)C, predict the reaction product. The product is: [CH3:1][O:2][C:3]([C:5]1[CH:10]=[CH:9][C:8]([C:20]2[CH:21]=[CH:22][C:23]3[O:29][CH2:28][CH2:27][N:26]([C:30]([O:32][C:33]([CH3:35])([CH3:34])[CH3:36])=[O:31])[CH2:25][C:24]=3[CH:37]=2)=[CH:7][CH:6]=1)=[O:4]. (2) Given the reactants CS(O[CH2:6][CH2:7][O:8][C@H:9]1[CH2:14][CH2:13][C@H:12]([N:15]2[C:20](=[O:21])[C:19]([CH2:22][C:23]3[CH:28]=[CH:27][C:26]([C:29]4[CH:34]=[CH:33][CH:32]=[CH:31][C:30]=4[C:35]#[N:36])=[CH:25][CH:24]=3)=[C:18]([CH2:37][CH2:38][CH3:39])[N:17]3[N:40]=[CH:41][N:42]=[C:16]23)[CH2:11][CH2:10]1)(=O)=O.[NH:43]1[CH2:48][CH2:47][O:46][CH2:45][CH2:44]1.[I-].[Na+], predict the reaction product. The product is: [N:43]1([CH2:6][CH2:7][O:8][C@H:9]2[CH2:14][CH2:13][C@H:12]([N:15]3[C:20](=[O:21])[C:19]([CH2:22][C:23]4[CH:28]=[CH:27][C:26]([C:29]5[C:30]([C:35]#[N:36])=[CH:31][CH:32]=[CH:33][CH:34]=5)=[CH:25][CH:24]=4)=[C:18]([CH2:37][CH2:38][CH3:39])[N:17]4[N:40]=[CH:41][N:42]=[C:16]34)[CH2:11][CH2:10]2)[CH2:48][CH2:47][O:46][CH2:45][CH2:44]1.